This data is from Catalyst prediction with 721,799 reactions and 888 catalyst types from USPTO. The task is: Predict which catalyst facilitates the given reaction. (1) The catalyst class is: 369. Reactant: Cl.Cl.[N:3]1[CH:8]=[CH:7][CH:6]=[N:5][C:4]=1[C:9]1[CH:10]=[C:11]2[C:15](=[CH:16][CH:17]=1)[C@H:14]([N:18]1[CH2:21][C:20]3([CH2:26][CH2:25][NH:24][CH2:23][CH2:22]3)[CH2:19]1)[CH2:13][CH2:12]2.[CH3:27][O:28][C:29]1[CH:34]=[CH:33][C:32]([CH2:35][C:36](O)=[O:37])=[CH:31][CH:30]=1.CN(C(ON1N=NC2C=CC=CC1=2)=[N+](C)C)C.F[P-](F)(F)(F)(F)F.C(N(CC)CC)C. Product: [CH3:27][O:28][C:29]1[CH:34]=[CH:33][C:32]([CH2:35][C:36]([N:24]2[CH2:23][CH2:22][C:20]3([CH2:19][N:18]([C@H:14]4[C:15]5[C:11](=[CH:10][C:9]([C:4]6[N:5]=[CH:6][CH:7]=[CH:8][N:3]=6)=[CH:17][CH:16]=5)[CH2:12][CH2:13]4)[CH2:21]3)[CH2:26][CH2:25]2)=[O:37])=[CH:31][CH:30]=1. (2) Reactant: [Cl:1][C:2]1[CH:7]=[CH:6][CH:5]=[C:4]([F:8])[C:3]=1[CH2:9][N:10]([CH2:13][C:14]1[CH:19]=[CH:18][C:17]([CH2:20][N:21]2[CH2:26][CH2:25][N:24]([C:27]3[C:32]([CH2:33][OH:34])=[CH:31][CH:30]=[CH:29][N:28]=3)[CH2:23][CH2:22]2)=[CH:16][CH:15]=1)[CH2:11][CH3:12].C(N(CC)CC)C.[C:42](Cl)(=[O:46])[CH:43]([CH3:45])[CH3:44].CO. Product: [CH3:44][CH:43]([CH3:45])[C:42]([O:34][CH2:33][C:32]1[C:27]([N:24]2[CH2:23][CH2:22][N:21]([CH2:20][C:17]3[CH:16]=[CH:15][C:14]([CH2:13][N:10]([CH2:9][C:3]4[C:4]([F:8])=[CH:5][CH:6]=[CH:7][C:2]=4[Cl:1])[CH2:11][CH3:12])=[CH:19][CH:18]=3)[CH2:26][CH2:25]2)=[N:28][CH:29]=[CH:30][CH:31]=1)=[O:46]. The catalyst class is: 4. (3) Reactant: Cl.CC1(C)[O:7][CH:6]([CH2:8][O:9][C:10]2[CH:11]=[C:12]([C:16]3[C:24]4[C:19](=[N:20][CH:21]=[C:22]([NH:25][C:26](=[O:42])[C:27]5[C:32]([F:33])=[CH:31][CH:30]=[C:29]([NH:34][S:35]([CH2:38][CH2:39][CH3:40])(=[O:37])=[O:36])[C:28]=5[F:41])[CH:23]=4)[NH:18][N:17]=3)[CH:13]=[CH:14][CH:15]=2)[CH2:5][O:4]1. Product: [OH:7][CH:6]([CH2:5][OH:4])[CH2:8][O:9][C:10]1[CH:11]=[C:12]([C:16]2[C:24]3[C:19](=[N:20][CH:21]=[C:22]([NH:25][C:26](=[O:42])[C:27]4[C:32]([F:33])=[CH:31][CH:30]=[C:29]([NH:34][S:35]([CH2:38][CH2:39][CH3:40])(=[O:37])=[O:36])[C:28]=4[F:41])[CH:23]=3)[NH:18][N:17]=2)[CH:13]=[CH:14][CH:15]=1. The catalyst class is: 36. (4) Reactant: Cl[CH2:2][C:3]([N:5]([CH2:13][CH:14]=O)[CH2:6][C:7]1[CH:12]=[CH:11][CH:10]=[CH:9][CH:8]=1)=[O:4].[Cl:16][C:17]1[CH:18]=[CH:19][C:20]([O:31][CH2:32][C:33]2[CH:38]=[CH:37][CH:36]=[CH:35][CH:34]=2)=[C:21]([CH2:23][N:24]2[C:28]([CH3:29])=[CH:27][C:26]([NH2:30])=[N:25]2)[CH:22]=1.C(O[BH-](OC(=O)C)OC(=O)C)(=O)C.[Na+].Cl.C(N(CC)CC)C. Product: [Cl:16][C:17]1[CH:18]=[CH:19][C:20]([O:31][CH2:32][C:33]2[CH:34]=[CH:35][CH:36]=[CH:37][CH:38]=2)=[C:21]([CH2:23][N:24]2[C:28]([CH3:29])=[CH:27][C:26]([N:30]3[CH2:14][CH2:13][N:5]([CH2:6][C:7]4[CH:8]=[CH:9][CH:10]=[CH:11][CH:12]=4)[C:3](=[O:4])[CH2:2]3)=[N:25]2)[CH:22]=1. The catalyst class is: 4.